This data is from Reaction yield outcomes from USPTO patents with 853,638 reactions. The task is: Predict the reaction yield, written as a fraction of the theoretical maximum amount of product (1.0 means a 100% yield; for example, 0.34 means a 34% yield). The reactants are Br[C:2]1[CH:3]=[N:4][C:5]2[N:6]([N:8]=[C:9]([C:13]3[CH:18]=[CH:17][C:16]([O:19][C:20]4[CH:25]=[CH:24][CH:23]=[CH:22][CH:21]=4)=[CH:15][CH:14]=3)[C:10]=2[C:11]#[N:12])[CH:7]=1.[OH:26][C:27]1[CH:28]=[C:29](B(O)O)[CH:30]=[CH:31][CH:32]=1.C([O-])([O-])=O.[Na+].[Na+]. The catalyst is O1CCOCC1.O.C1C=CC([P]([Pd]([P](C2C=CC=CC=2)(C2C=CC=CC=2)C2C=CC=CC=2)([P](C2C=CC=CC=2)(C2C=CC=CC=2)C2C=CC=CC=2)[P](C2C=CC=CC=2)(C2C=CC=CC=2)C2C=CC=CC=2)(C2C=CC=CC=2)C2C=CC=CC=2)=CC=1. The product is [OH:26][C:27]1[CH:32]=[C:31]([C:2]2[CH:3]=[N:4][C:5]3[N:6]([N:8]=[C:9]([C:13]4[CH:18]=[CH:17][C:16]([O:19][C:20]5[CH:25]=[CH:24][CH:23]=[CH:22][CH:21]=5)=[CH:15][CH:14]=4)[C:10]=3[C:11]#[N:12])[CH:7]=2)[CH:30]=[CH:29][CH:28]=1. The yield is 0.620.